The task is: Regression. Given a peptide amino acid sequence and an MHC pseudo amino acid sequence, predict their binding affinity value. This is MHC class II binding data.. This data is from Peptide-MHC class II binding affinity with 134,281 pairs from IEDB. The peptide sequence is ARILRQLATPISVII. The MHC is HLA-DPA10301-DPB10402 with pseudo-sequence HLA-DPA10301-DPB10402. The binding affinity (normalized) is 0.783.